The task is: Regression. Given two drug SMILES strings and cell line genomic features, predict the synergy score measuring deviation from expected non-interaction effect.. This data is from NCI-60 drug combinations with 297,098 pairs across 59 cell lines. (1) Drug 1: C1CCC(CC1)NC(=O)N(CCCl)N=O. Drug 2: C1CN1P(=S)(N2CC2)N3CC3. Cell line: NCI-H460. Synergy scores: CSS=31.3, Synergy_ZIP=-10.0, Synergy_Bliss=-6.90, Synergy_Loewe=-19.1, Synergy_HSA=-6.09. (2) Drug 1: C1=NC2=C(N1)C(=S)N=CN2. Drug 2: CCC1(C2=C(COC1=O)C(=O)N3CC4=CC5=C(C=CC(=C5CN(C)C)O)N=C4C3=C2)O.Cl. Cell line: A498. Synergy scores: CSS=11.3, Synergy_ZIP=-4.79, Synergy_Bliss=0.520, Synergy_Loewe=-21.7, Synergy_HSA=-4.82. (3) Drug 1: CC1C(C(CC(O1)OC2CC(OC(C2O)C)OC3=CC4=CC5=C(C(=O)C(C(C5)C(C(=O)C(C(C)O)O)OC)OC6CC(C(C(O6)C)O)OC7CC(C(C(O7)C)O)OC8CC(C(C(O8)C)O)(C)O)C(=C4C(=C3C)O)O)O)O. Drug 2: CN(CC1=CN=C2C(=N1)C(=NC(=N2)N)N)C3=CC=C(C=C3)C(=O)NC(CCC(=O)O)C(=O)O. Cell line: SW-620. Synergy scores: CSS=67.4, Synergy_ZIP=1.56, Synergy_Bliss=2.72, Synergy_Loewe=0.280, Synergy_HSA=3.16. (4) Drug 1: C1=C(C(=O)NC(=O)N1)F. Drug 2: C1CN(CCN1C(=O)CCBr)C(=O)CCBr. Cell line: UO-31. Synergy scores: CSS=22.8, Synergy_ZIP=-5.26, Synergy_Bliss=-1.33, Synergy_Loewe=-0.617, Synergy_HSA=0.828.